Predict the product of the given reaction. From a dataset of Forward reaction prediction with 1.9M reactions from USPTO patents (1976-2016). (1) Given the reactants [C:1]([C:5]1[CH:10]=[CH:9][C:8]([S:11]([NH:14][C:15]2[CH:20]=[CH:19][C:18]([Cl:21])=[CH:17][C:16]=2[N:22]2[C:26]([CH3:27])=[C:25](I)[N:24]=[N:23]2)(=[O:13])=[O:12])=[CH:7][CH:6]=1)([CH3:4])([CH3:3])[CH3:2].CC(C)=O, predict the reaction product. The product is: [C:1]([C:5]1[CH:10]=[CH:9][C:8]([S:11]([NH:14][C:15]2[CH:20]=[CH:19][C:18]([Cl:21])=[CH:17][C:16]=2[N:22]2[C:26]([CH3:27])=[CH:25][N:24]=[N:23]2)(=[O:13])=[O:12])=[CH:7][CH:6]=1)([CH3:4])([CH3:3])[CH3:2]. (2) Given the reactants [H-].[Na+].[N:3]1([CH2:8][CH2:9][OH:10])[CH:7]=[CH:6][N:5]=[CH:4]1.[C:11]([OH:14])(=[O:13])[CH3:12].[C:15](=O)(O)[O-].[Na+].O1[CH2:24][CH2:23][CH2:22]C1, predict the reaction product. The product is: [N:3]1([CH2:8][CH2:9][O:10][CH2:12][C:11]([O:14][C:23]([CH3:22])([CH3:24])[CH3:15])=[O:13])[CH:7]=[CH:6][N:5]=[CH:4]1. (3) Given the reactants [CH2:1]([O:4][C:5]1[CH:10]=[CH:9][C:8]([C:11]2[C:15]([C:16]([O:18]CC)=[O:17])=[C:14]([CH3:21])[O:13][N:12]=2)=[CH:7][CH:6]=1)[CH:2]=[CH2:3].C1COCC1.O.[Li+].[OH-], predict the reaction product. The product is: [CH2:1]([O:4][C:5]1[CH:10]=[CH:9][C:8]([C:11]2[C:15]([C:16]([OH:18])=[O:17])=[C:14]([CH3:21])[O:13][N:12]=2)=[CH:7][CH:6]=1)[CH:2]=[CH2:3]. (4) Given the reactants C(OC(=O)[N:7]([CH:10]([CH3:33])[CH2:11][C:12]1[CH:32]=[CH:31][C:15]2[O:16][CH:17]([CH2:19][NH:20][C:21]([O:23][CH2:24][C:25]3[CH:30]=[CH:29][CH:28]=[CH:27][CH:26]=3)=[O:22])[O:18][C:14]=2[CH:13]=1)[CH2:8][CH3:9])(C)(C)C.[F:35][C:36]([F:41])([F:40])[C:37]([OH:39])=[O:38], predict the reaction product. The product is: [F:35][C:36]([F:41])([F:40])[C:37]([OH:39])=[O:38].[CH2:24]([O:23][C:21](=[O:22])[NH:20][CH2:19][CH:17]1[O:16][C:15]2[CH:31]=[CH:32][C:12]([CH2:11][CH:10]([NH:7][CH2:8][CH3:9])[CH3:33])=[CH:13][C:14]=2[O:18]1)[C:25]1[CH:26]=[CH:27][CH:28]=[CH:29][CH:30]=1. (5) Given the reactants [C:1]1([C:7]2[O:8][C:9]([C:27]([F:30])([F:29])[F:28])=[C:10]([C:12]([NH:14][C:15]3[CH:16]=[N:17][C:18]([N:21]4[CH2:26][CH2:25][NH:24][CH2:23][CH2:22]4)=[CH:19][CH:20]=3)=[O:13])[N:11]=2)[CH:6]=[CH:5][CH:4]=[CH:3][CH:2]=1.Cl[C:32]([O:34][CH2:35][CH2:36][C:37]#[CH:38])=[O:33], predict the reaction product. The product is: [C:1]1([C:7]2[O:8][C:9]([C:27]([F:28])([F:29])[F:30])=[C:10]([C:12]([NH:14][C:15]3[CH:20]=[CH:19][C:18]([N:21]4[CH2:26][CH2:25][N:24]([C:32]([O:34][CH2:35][CH2:36][C:37]#[CH:38])=[O:33])[CH2:23][CH2:22]4)=[N:17][CH:16]=3)=[O:13])[N:11]=2)[CH:2]=[CH:3][CH:4]=[CH:5][CH:6]=1. (6) Given the reactants [CH:1]1([C:5]2[C:13]([C:14]3[NH:18][C:17]([O:19][CH3:20])=[N:16][N:15]=3)=[CH:12][C:8]([C:9]([OH:11])=O)=[C:7]([CH3:21])[CH:6]=2)[CH2:4][CH2:3][CH2:2]1.CC(N(C)C)=O.C1C=CC2N(O)N=NC=2C=1.CCN=C=NCCCN(C)C.Cl.[NH:50]1[CH2:55][CH2:54][CH:53]([C:56]2[CH:63]=[CH:62][C:59]([C:60]#[N:61])=[CH:58][CH:57]=2)[CH2:52][CH2:51]1, predict the reaction product. The product is: [CH:1]1([C:5]2[C:13]([C:14]3[NH:18][C:17]([O:19][CH3:20])=[N:16][N:15]=3)=[CH:12][C:8]([C:9]([N:50]3[CH2:55][CH2:54][CH:53]([C:56]4[CH:63]=[CH:62][C:59]([C:60]#[N:61])=[CH:58][CH:57]=4)[CH2:52][CH2:51]3)=[O:11])=[C:7]([CH3:21])[CH:6]=2)[CH2:2][CH2:3][CH2:4]1. (7) Given the reactants [Cl:1][C:2]1[CH:7]=[CH:6][CH:5]=[CH:4][C:3]=1[N:8]1[C:12]([C:13]2[CH:14]=[C:15]([OH:19])[CH:16]=[CH:17][CH:18]=2)=[CH:11][C:10]([C:20]([F:23])([F:22])[F:21])=[N:9]1.C([O-])([O-])=O.[K+].[K+].Br[CH2:31][C:32]([O:34][CH3:35])=[O:33], predict the reaction product. The product is: [Cl:1][C:2]1[CH:7]=[CH:6][CH:5]=[CH:4][C:3]=1[N:8]1[C:12]([C:13]2[CH:14]=[C:15]([CH:16]=[CH:17][CH:18]=2)[O:19][CH2:31][C:32]([O:34][CH3:35])=[O:33])=[CH:11][C:10]([C:20]([F:23])([F:21])[F:22])=[N:9]1. (8) The product is: [CH3:3][C:4]1[C:13]([CH3:14])=[C:12]([C:24](=[O:25])[CH2:23][O:22][CH3:21])[C:11]2[C:6](=[C:7]([F:20])[CH:8]=[C:9]([C:16]([CH3:19])([CH3:18])[CH3:17])[CH:10]=2)[N:5]=1. Given the reactants [H-].[Na+].[CH3:3][C:4]1[C:13]([CH3:14])=[C:12](O)[C:11]2[C:6](=[C:7]([F:20])[CH:8]=[C:9]([C:16]([CH3:19])([CH3:18])[CH3:17])[CH:10]=2)[N:5]=1.[CH3:21][O:22][CH2:23][C:24](Cl)=[O:25], predict the reaction product. (9) Given the reactants [C:1]12([NH:12]C(=O)OC(C)(C)C)[CH2:11][CH:6]3[CH2:7][CH:8]([CH2:10][CH:3]([O:4][CH2:5]3)[CH2:2]1)[CH2:9]2.[ClH:20], predict the reaction product. The product is: [ClH:20].[C:1]12([NH2:12])[CH2:11][CH:6]3[CH2:7][CH:8]([CH2:10][CH:3]([O:4][CH2:5]3)[CH2:2]1)[CH2:9]2.[ClH:20].